From a dataset of Forward reaction prediction with 1.9M reactions from USPTO patents (1976-2016). Predict the product of the given reaction. (1) Given the reactants [CH3:1][O:2][C:3](=[O:11])[C:4]1[CH:9]=[CH:8][C:7](Br)=[CH:6][CH:5]=1.[CH3:12][CH:13]([OH:16])[CH:14]=[CH2:15].C1(P(C2C=CC=CC=2)C2C=CC=CC=2)C=CC=CC=1.CCCCCC, predict the reaction product. The product is: [CH3:1][O:2][C:3](=[O:11])[C:4]1[CH:9]=[CH:8][C:7]([CH2:15][CH2:14][C:13](=[O:16])[CH3:12])=[CH:6][CH:5]=1. (2) Given the reactants [NH2:1][C:2]1[CH:23]=[CH:22][C:5]([O:6][C:7]2[CH:8]=[CH:9][C:10]3[N:11]([CH:13]=[C:14]([NH:16][C:17]([CH:19]4[CH2:21][CH2:20]4)=[O:18])[N:15]=3)[CH:12]=2)=[C:4]([Cl:24])[CH:3]=1.[F:25][C:26]1[CH:31]=[CH:30][C:29]([N:32]2[C:37]([CH3:38])=[CH:36][CH:35]=[C:34]([C:39](O)=[O:40])[C:33]2=[O:42])=[CH:28][CH:27]=1.C(N(CC)C(C)C)(C)C.CN(C(ON1N=NC2C=CC=NC1=2)=[N+](C)C)C.F[P-](F)(F)(F)(F)F.C(=O)([O-])O.[Na+], predict the reaction product. The product is: [Cl:24][C:4]1[CH:3]=[C:2]([NH:1][C:39]([C:34]2[C:33](=[O:42])[N:32]([C:29]3[CH:28]=[CH:27][C:26]([F:25])=[CH:31][CH:30]=3)[C:37]([CH3:38])=[CH:36][CH:35]=2)=[O:40])[CH:23]=[CH:22][C:5]=1[O:6][C:7]1[CH:8]=[CH:9][C:10]2[N:11]([CH:13]=[C:14]([NH:16][C:17]([CH:19]3[CH2:21][CH2:20]3)=[O:18])[N:15]=2)[CH:12]=1. (3) Given the reactants [C:1]([O:5][C:6]([N:8]1[CH2:17][CH2:16][C:15]2[C:10](=[C:11](Br)[CH:12]=[C:13]([CH2:20][CH2:21][CH3:22])[C:14]=2[O:18][CH3:19])[CH2:9]1)=[O:7])([CH3:4])([CH3:3])[CH3:2].[CH3:24][N:25]1[CH2:30][CH2:29][NH:28][CH2:27][CH2:26]1.C([O-])([O-])=O.[Cs+].[Cs+], predict the reaction product. The product is: [C:1]([O:5][C:6]([N:8]1[CH2:17][CH2:16][C:15]2[C:10](=[C:11]([N:28]3[CH2:29][CH2:30][N:25]([CH3:24])[CH2:26][CH2:27]3)[CH:12]=[C:13]([CH2:20][CH2:21][CH3:22])[C:14]=2[O:18][CH3:19])[CH2:9]1)=[O:7])([CH3:4])([CH3:3])[CH3:2].